This data is from Full USPTO retrosynthesis dataset with 1.9M reactions from patents (1976-2016). The task is: Predict the reactants needed to synthesize the given product. (1) Given the product [Cl:13][C:14]1[CH:15]=[C:16]([CH:20]([C:24]2([OH:30])[CH2:29][CH2:28][CH2:27][CH2:26][CH2:25]2)[C:21]([OH:23])=[O:22])[CH:17]=[CH:18][CH:19]=1, predict the reactants needed to synthesize it. The reactants are: C(NC(C)C)(C)C.C([Li])CCC.[Cl:13][C:14]1[CH:15]=[C:16]([CH2:20][C:21]([OH:23])=[O:22])[CH:17]=[CH:18][CH:19]=1.[C:24]1(=[O:30])[CH2:29][CH2:28][CH2:27][CH2:26][CH2:25]1. (2) The reactants are: [F:1][C:2]([F:12])([F:11])[C:3]([CH3:10])([CH3:9])[C:4](=O)[CH2:5][C:6]#[N:7].Cl.[NH2:14][OH:15].[OH-].[Na+]. Given the product [F:1][C:2]([F:12])([F:11])[C:3]([C:4]1[CH:5]=[C:6]([NH2:7])[O:15][N:14]=1)([CH3:10])[CH3:9], predict the reactants needed to synthesize it. (3) Given the product [ClH:1].[Cl:1][C:2]1[CH:3]=[CH:4][C:5]([CH2:6][NH:7][C:8]2[N:12]([CH3:13])[C:11]3[CH:14]=[CH:15][C:16]([N:18]([CH3:19])[C:20]4[CH:25]=[CH:24][N:23]=[C:22]([NH:29][C:30]5[CH:31]=[CH:32][C:33]([CH3:40])=[C:34]([S:36]([NH2:39])(=[O:37])=[O:38])[CH:35]=5)[N:21]=4)=[CH:17][C:10]=3[N:9]=2)=[CH:27][CH:28]=1, predict the reactants needed to synthesize it. The reactants are: [Cl:1][C:2]1[CH:28]=[CH:27][C:5]([CH2:6][NH:7][C:8]2[N:12]([CH3:13])[C:11]3[CH:14]=[CH:15][C:16]([N:18]([C:20]4[CH:25]=[CH:24][N:23]=[C:22](Cl)[N:21]=4)[CH3:19])=[CH:17][C:10]=3[N:9]=2)=[CH:4][CH:3]=1.[NH2:29][C:30]1[CH:31]=[CH:32][C:33]([CH3:40])=[C:34]([S:36]([NH2:39])(=[O:38])=[O:37])[CH:35]=1. (4) Given the product [Br:1][C:2]1[CH:24]=[C:23]2[C:5]([CH2:6][C:7]3([C:16]42[N:20]=[C:19]([NH2:25])[C:18]([CH3:22])=[N:17]4)[CH2:12][CH2:11][CH:10]([CH:13]([F:15])[F:14])[CH2:9][CH2:8]3)=[CH:4][CH:3]=1, predict the reactants needed to synthesize it. The reactants are: [Br:1][C:2]1[CH:24]=[C:23]2[C:5]([CH2:6][C:7]3([C:16]42[NH:20][C:19](=S)[C:18]([CH3:22])=[N:17]4)[CH2:12][CH2:11][CH:10]([CH:13]([F:15])[F:14])[CH2:9][CH2:8]3)=[CH:4][CH:3]=1.[NH3:25].